This data is from Catalyst prediction with 721,799 reactions and 888 catalyst types from USPTO. The task is: Predict which catalyst facilitates the given reaction. (1) Reactant: [CH3:1][O:2][C:3]([C:5]1[CH:6]=[C:7]([CH:11]=[C:12]([N+:14]([O-])=O)[CH:13]=1)[C:8]([OH:10])=[O:9])=[O:4]. Product: [NH2:14][C:12]1[CH:11]=[C:7]([CH:6]=[C:5]([C:3]([O:2][CH3:1])=[O:4])[CH:13]=1)[C:8]([OH:10])=[O:9]. The catalyst class is: 105. (2) The catalyst class is: 5. Reactant: [Cl:1][C:2]1[CH:7]=[CH:6][N:5]=[C:4]([CH2:8][C:9]([C:11]2[CH:16]=[CH:15][C:14]([F:17])=[CH:13][CH:12]=2)=O)[CH:3]=1.Cl.[NH2:19][OH:20].[OH-].[Na+]. Product: [Cl:1][C:2]1[CH:7]=[CH:6][N:5]=[C:4]([CH2:8][C:9]([C:11]2[CH:16]=[CH:15][C:14]([F:17])=[CH:13][CH:12]=2)=[N:19][OH:20])[CH:3]=1. (3) Reactant: Cl.[C:2]([C:5]1[CH:6]=[N:7][CH:8]=[CH:9][CH:10]=1)(=[NH:4])[NH2:3].[CH2:14]1[O:13][C:15](O)([CH2:17]O)[CH2:14][O:13][C:15]1(O)[CH2:17]O.[Cl-].[NH4+].[Cl-].[Na+]. Product: [N:7]1[CH:8]=[CH:9][CH:10]=[C:5]([C:2]2[NH:3][C:15]([CH2:14][OH:13])=[CH:17][N:4]=2)[CH:6]=1. The catalyst class is: 328.